From a dataset of Forward reaction prediction with 1.9M reactions from USPTO patents (1976-2016). Predict the product of the given reaction. (1) The product is: [Cl:30][C:22]1[CH:21]=[C:20]([C:19]2[N:18]=[C:8]([C:6]3[CH:5]=[CH:4][C:3]([C:11]4[CH:16]=[CH:15][CH:14]=[CH:13][C:12]=4[CH3:17])=[C:2]([CH3:1])[CH:7]=3)[O:10][N:31]=2)[CH:29]=[CH:28][C:23]=1[C:24]([O:26][CH3:27])=[O:25]. Given the reactants [CH3:1][C:2]1[CH:7]=[C:6]([C:8]([OH:10])=O)[CH:5]=[CH:4][C:3]=1[C:11]1[CH:16]=[CH:15][CH:14]=[CH:13][C:12]=1[CH3:17].[NH2:18][C:19](=[N:31]O)[C:20]1[CH:29]=[CH:28][C:23]([C:24]([O:26][CH3:27])=[O:25])=[C:22]([Cl:30])[CH:21]=1, predict the reaction product. (2) Given the reactants [O:1]1[CH2:5][CH2:4][O:3][CH:2]1[C:6]1[C:7]([O:23][CH3:24])=[CH:8][C:9]([O:21][CH3:22])=[C:10](B2OC(C)(C)C(C)(C)O2)[CH:11]=1.I[C:26]1[CH:31]=[N:30][CH:29]=[CH:28][N:27]=1.C([O-])([O-])=O.[Na+].[Na+].O, predict the reaction product. The product is: [O:3]1[CH2:4][CH2:5][O:1][CH:2]1[C:6]1[C:7]([O:23][CH3:24])=[CH:8][C:9]([O:21][CH3:22])=[C:10]([C:26]2[CH:31]=[N:30][CH:29]=[CH:28][N:27]=2)[CH:11]=1.